Dataset: Full USPTO retrosynthesis dataset with 1.9M reactions from patents (1976-2016). Task: Predict the reactants needed to synthesize the given product. (1) Given the product [CH:5]1[CH:6]=[N:1][CH:2]=[C:3]([CH2:7][C:8]([P:11]([OH:14])([OH:13])=[O:12])([P:11]([OH:14])([OH:13])=[O:12])[OH:10])[CH:4]=1, predict the reactants needed to synthesize it. The reactants are: [N:1]1[CH:6]=[CH:5][CH:4]=[C:3]([CH2:7][C:8]([OH:10])=O)[CH:2]=1.[P:11]([OH:14])([OH:13])[OH:12].P(Cl)(Cl)Cl.C. (2) Given the product [O:15]([CH:9]([CH2:8][C:5]1[CH:4]=[CH:3][C:2]([O:1][CH2:23][CH2:24][O:25][CH:26]2[CH2:31][CH2:30][CH2:29][CH2:28][O:27]2)=[CH:7][CH:6]=1)[C:10]([O:12][CH2:13][CH3:14])=[O:11])[C:16]1[CH:17]=[CH:18][CH:19]=[CH:20][CH:21]=1, predict the reactants needed to synthesize it. The reactants are: [OH:1][C:2]1[CH:7]=[CH:6][C:5]([CH2:8][CH:9]([O:15][C:16]2[CH:21]=[CH:20][CH:19]=[CH:18][CH:17]=2)[C:10]([O:12][CH2:13][CH3:14])=[O:11])=[CH:4][CH:3]=1.Br[CH2:23][CH2:24][O:25][CH:26]1[CH2:31][CH2:30][CH2:29][CH2:28][O:27]1.C(=O)([O-])[O-].[K+].[K+]. (3) Given the product [C:1]1([NH:7][C:8]2[C:17]3[C:12](=[CH:13][CH:14]=[C:15]([NH2:18])[CH:16]=3)[N:11]=[CH:10][N:9]=2)[CH:2]=[CH:3][CH:4]=[CH:5][CH:6]=1, predict the reactants needed to synthesize it. The reactants are: [C:1]1([NH:7][C:8]2[C:17]3[C:12](=[CH:13][CH:14]=[C:15]([N+:18]([O-])=O)[CH:16]=3)[N:11]=[CH:10][N:9]=2)[CH:6]=[CH:5][CH:4]=[CH:3][CH:2]=1.C(O)(C)C.O.NN. (4) Given the product [ClH:45].[CH3:1][N:2]([CH2:24][CH:25]1[CH2:30][CH2:29][NH:28][CH2:27][CH2:26]1)[C:3](=[O:23])/[CH:4]=[CH:5]/[C:6]1[CH:11]=[CH:10][C:9]([C:12]([F:15])([F:14])[F:13])=[CH:8][C:7]=1[CH2:16][N:17]1[N:21]=[N:20][C:19]([CH3:22])=[N:18]1, predict the reactants needed to synthesize it. The reactants are: [CH3:1][N:2]([CH2:24][CH:25]1[CH2:30][CH2:29][N:28](C(OC(C)(C)C)=O)[CH2:27][CH2:26]1)[C:3](=[O:23])/[CH:4]=[CH:5]/[C:6]1[CH:11]=[CH:10][C:9]([C:12]([F:15])([F:14])[F:13])=[CH:8][C:7]=1[CH2:16][N:17]1[N:21]=[N:20][C:19]([CH3:22])=[N:18]1.C(O)(C(F)(F)F)=O.[ClH:45].